The task is: Predict which catalyst facilitates the given reaction.. This data is from Catalyst prediction with 721,799 reactions and 888 catalyst types from USPTO. (1) Reactant: [CH3:1][C@H:2]1[O:7][C@@H:6]([CH3:8])[CH2:5][N:4]([C:9]2[C:14]([F:15])=[C:13]([F:16])[CH:12]=[CH:11][C:10]=2[CH2:17][OH:18])[CH2:3]1.N1C=CN=C1.[C:24]([Si:28](Cl)([C:35]1[CH:40]=[CH:39][CH:38]=[CH:37][CH:36]=1)[C:29]1[CH:34]=[CH:33][CH:32]=[CH:31][CH:30]=1)([CH3:27])([CH3:26])[CH3:25]. Product: [Si:28]([O:18][CH2:17][C:10]1[C:9]([N:4]2[CH2:3][C@H:2]([CH3:1])[O:7][C@H:6]([CH3:8])[CH2:5]2)=[C:14]([F:15])[C:13]([F:16])=[CH:12][CH:11]=1)([C:24]([CH3:27])([CH3:26])[CH3:25])([C:35]1[CH:36]=[CH:37][CH:38]=[CH:39][CH:40]=1)[C:29]1[CH:34]=[CH:33][CH:32]=[CH:31][CH:30]=1. The catalyst class is: 2. (2) Reactant: [Cl:1][C:2]1[N:7]=[CH:6][C:5]([CH2:8][N:9]2[C:13]([CH3:14])=[C:12]([C:15]3[CH:20]=[CH:19][C:18]([C:21]#[N:22])=[CH:17][CH:16]=3)[C:11]([C:23]#[N:24])=[C:10]2[CH2:25][CH3:26])=[CH:4][C:3]=1[CH2:27][OH:28].[CH3:29][S:30]([OH:33])(=[O:32])=[O:31]. Product: [CH3:29][S:30]([OH:33])(=[O:32])=[O:31].[Cl:1][C:2]1[N:7]=[CH:6][C:5]([CH2:8][N:9]2[C:13]([CH3:14])=[C:12]([C:15]3[CH:20]=[CH:19][C:18]([C:21]#[N:22])=[CH:17][CH:16]=3)[C:11]([C:23]#[N:24])=[C:10]2[CH2:25][CH3:26])=[CH:4][C:3]=1[CH2:27][OH:28]. The catalyst class is: 13. (3) Reactant: [F:1][C:2]1[CH:3]=[C:4]2[C:9](=[C:10]([O:12][CH3:13])[CH:11]=1)[N:8]=[C:7]([CH3:14])[CH:6]=[CH:5]2.[Se](=O)=[O:16]. Product: [F:1][C:2]1[CH:3]=[C:4]2[C:9](=[C:10]([O:12][CH3:13])[CH:11]=1)[N:8]=[C:7]([CH:14]=[O:16])[CH:6]=[CH:5]2. The catalyst class is: 38. (4) Reactant: [CH2:1]([O:8][CH2:9][CH2:10][CH2:11][O:12][C:13]1[C:14](Br)=[C:15]([CH:18]=[CH:19][CH:20]=1)[CH:16]=[O:17])[C:2]1[CH:7]=[CH:6][CH:5]=[CH:4][CH:3]=1.CC([O-])=O.[K+].[B:27]1([B:27]2[O:31][C:30]([CH3:33])([CH3:32])[C:29]([CH3:35])([CH3:34])[O:28]2)[O:31][C:30]([CH3:33])([CH3:32])[C:29]([CH3:35])([CH3:34])[O:28]1. Product: [CH2:1]([O:8][CH2:9][CH2:10][CH2:11][O:12][C:13]1[C:14]([B:27]2[O:31][C:30]([CH3:33])([CH3:32])[C:29]([CH3:35])([CH3:34])[O:28]2)=[C:15]([CH:18]=[CH:19][CH:20]=1)[CH:16]=[O:17])[C:2]1[CH:7]=[CH:6][CH:5]=[CH:4][CH:3]=1. The catalyst class is: 3. (5) Reactant: [K+].[CH:2]([C:5]1[CH:6]=[CH:7][C:8]([S:11]([NH-:14])(=[O:13])=[O:12])=[N:9][CH:10]=1)([CH3:4])[CH3:3].[O-:15][Mn](=O)(=O)=O.[K+].Cl. Product: [OH:15][C:2]([C:5]1[CH:6]=[CH:7][C:8]([S:11]([NH2:14])(=[O:13])=[O:12])=[N:9][CH:10]=1)([CH3:4])[CH3:3]. The catalyst class is: 6.